This data is from Full USPTO retrosynthesis dataset with 1.9M reactions from patents (1976-2016). The task is: Predict the reactants needed to synthesize the given product. Given the product [ClH:15].[CH3:14][O:13][C:9]1[CH:8]=[C:7]([C:5]2[N:6]3[CH:16]=[C:17]([N:19]4[CH2:20][CH2:21][C:22]5([O:26][CH2:25][CH2:24][O:23]5)[CH2:27][CH2:28]4)[N:1]=[C:2]3[S:3][CH:4]=2)[CH:12]=[CH:11][CH:10]=1, predict the reactants needed to synthesize it. The reactants are: [NH2:1][C:2]1[S:3][CH:4]=[C:5]([C:7]2[CH:12]=[CH:11][CH:10]=[C:9]([O:13][CH3:14])[CH:8]=2)[N:6]=1.[Cl:15][CH2:16][C:17]([N:19]1[CH2:28][CH2:27][C:22]2([O:26][CH2:25][CH2:24][O:23]2)[CH2:21][CH2:20]1)=O.